Dataset: Forward reaction prediction with 1.9M reactions from USPTO patents (1976-2016). Task: Predict the product of the given reaction. (1) The product is: [C:28]([NH:31][C:24]([C:23]1[CH:22]=[N:21][N:18]2[CH:19]=[CH:20][C:15]([N:11]3[CH2:12][CH2:13][CH2:14][C@@H:10]3[C:4]3[C:5](=[O:9])[N:6]([CH3:8])[CH:7]=[C:2]([F:1])[CH:3]=3)=[N:16][C:17]=12)=[O:26])([CH3:30])([CH3:29])[CH3:27]. Given the reactants [F:1][C:2]1[CH:3]=[C:4]([C@H:10]2[CH2:14][CH2:13][CH2:12][N:11]2[C:15]2[CH:20]=[CH:19][N:18]3[N:21]=[CH:22][C:23]([C:24]([OH:26])=O)=[C:17]3[N:16]=2)[C:5](=[O:9])[N:6]([CH3:8])[CH:7]=1.[CH3:27][C:28]([NH2:31])([CH3:30])[CH3:29], predict the reaction product. (2) The product is: [CH3:14][C:13]1[N:1]([C:2]2[CH:7]=[C:6]([CH3:8])[C:5]([Br:9])=[C:4]([CH3:10])[N:3]=2)[C:16]([CH3:15])=[CH:11][CH:12]=1. Given the reactants [NH2:1][C:2]1[CH:7]=[C:6]([CH3:8])[C:5]([Br:9])=[C:4]([CH3:10])[N:3]=1.[C:11]1(C)[CH:16]=[CH:15][C:14](S(O)(=O)=O)=[CH:13][CH:12]=1.O, predict the reaction product.